From a dataset of Drug-target binding data from BindingDB using IC50 measurements. Regression. Given a target protein amino acid sequence and a drug SMILES string, predict the binding affinity score between them. We predict pIC50 (pIC50 = -log10(IC50 in M); higher means more potent). Dataset: bindingdb_ic50. (1) The drug is COC1(C(=O)NCc2ccc(C)cc2)CN(c2ncnn3cc(-c4cnn(C)c4)cc23)C1. The target protein (P10721) has sequence MRGARGAWDFLCVLLLLLRVQTGSSQPSVSPGEPSPPSIHPGKSDLIVRVGDEIRLLCTDPGFVKWTFEILDETNENKQNEWITEKAEATNTGKYTCTNKHGLSNSIYVFVRDPAKLFLVDRSLYGKEDNDTLVRCPLTDPEVTNYSLKGCQGKPLPKDLRFIPDPKAGIMIKSVKRAYHRLCLHCSVDQEGKSVLSEKFILKVRPAFKAVPVVSVSKASYLLREGEEFTVTCTIKDVSSSVYSTWKRENSQTKLQEKYNSWHHGDFNYERQATLTISSARVNDSGVFMCYANNTFGSANVTTTLEVVDKGFINIFPMINTTVFVNDGENVDLIVEYEAFPKPEHQQWIYMNRTFTDKWEDYPKSENESNIRYVSELHLTRLKGTEGGTYTFLVSNSDVNAAIAFNVYVNTKPEILTYDRLVNGMLQCVAAGFPEPTIDWYFCPGTEQRCSASVLPVDVQTLNSSGPPFGKLVVQSSIDSSAFKHNGTVECKAYNDVGKT.... The pIC50 is 6.3. (2) The compound is CC[C@H](C)[C@H](NC(=O)[C@H](C)NC(=O)[C@H](CC(=O)O)NC(=O)[C@H](C)NC(=O)[C@H](Cc1ccc(O)cc1)NC(=O)CCCCCCCN)C(=O)N[C@@H](Cc1ccccc1)C(=O)N[C@H](C(=O)N[C@@H](CC(N)=O)C(=O)N[C@@H](CO)C(=O)N[C@@H](Cc1ccc(O)cc1)C(=O)N[C@@H](CCCNC(=N)N)C(=O)N[C@@H](CCCCN)C(=O)N[C@H](C(=O)N[C@@H](CC(C)C)C(=O)NCC(=O)N[C@@H](CCC(N)=O)C(=O)N[C@@H](CC(C)C)C(=O)N[C@@H](CO)C(=O)N[C@@H](C)C(=O)N[C@@H](CCCNC(=N)N)C(=O)N[C@@H](CCCCN)C(=O)N[C@@H](CC(C)C)C(=O)N[C@@H](CC(C)C)C(=O)N[C@@H](CCC(N)=O)C(=O)N[C@@H](CC(=O)O)C(=O)N[C@H](C(=O)N[C@@H](CCSC)C(=O)N[C@@H](CO)C(=O)N[C@@H](CCCNC(=N)N)C(N)=O)[C@@H](C)CC)C(C)C)[C@@H](C)O. The target protein (Q02644) has sequence MDSLLWATWVLCLLNLWGVALGHLHLECDFITQLRDDELACLQAAEGTNNSSMGCPGTWDGLLCWPPTGSGQWVSLPCPEFFSHFGSDPGAVKRDCTITGWSDPFPPYPVACPVPLELLTEEKSYFSTVKIIYTTGHSISIVALCVAIAILVALRRLHCPRNYIHTQLFATFILKASAVFLKDAAVFQGDSTDHCSMSTILCKVSVAVSHFATMTNFSWLLAEAVYLSCLLASTSPRSKPAFWWLVLAGWGLPVLCTGTWVGCKLAFEDTACWDLDDSSPYWWIIKGPIVLSVGVNFGLFLNIICILLRKLGPAQGGLHTRAQYCNYLLPWSCPLPQVPRERTDLGPSSHEITVQESGTRNCQLPWRLSKSTLLLIPLFGIHYIIFNFLPDSAGLGIRLPLELGLGSFQGFVVAVLYCFLNQEVRTEISRKWYGHDPELLPARRTCTEWTTPPRSRVKVLTSEC. The pIC50 is 7.7. (3) The small molecule is CC(C)C[C@H]1NC(=O)[C@@H](NC(=O)[C@@H](C)N)C(C)OC(=O)C[C@@H]2NC(=O)[C@H]3COC(=O)CC[C@H](NC(=O)[C@H](Cc4c[nH]c5ccccc45)NC2=O)C(=O)N[C@H](C(=O)N[C@@H](Cc2ccc(O)cc2)C(=O)O)CCC(=O)NCCCC[C@H](NC1=O)C(=O)N[C@@H](Cc1ccc(O)cc1)C(=O)N1CCC[C@H]1C(=O)N3. The target protein (Q28153) has sequence MLRLLVFTSLVLYGHSTQDFPETNARVVGGTAVSKNSWPSQISLQYKSGSSWYHTCGGTLIKQKWVMTAAHCVDSQMTFRVVLGDHNLSQNDGTEQYISVQKIVVHPSWNSNNVAAGYDIAVLRLAQSATLNSYVQLGVLPQSGTILANNTPCYITGWGRTKTNGQLAQTLQQAYLPSVDYATCSSSSYWGSTVKTTMVCAGGDGVRAGCQGDSGGPLHCLVNGQYAVHGVTSFVSSLGCNVSKKPTVFTRVSAYISWINNAIASN. The pIC50 is 4.7. (4) The small molecule is Fc1ccc(-c2cc(-c3cccs3)cc(-c3ccccc3)n2)cc1. The target protein (Q01970) has sequence MAGAQPGVHALQLEPPTVVETLRRGSKFIKWDEETSSRNLVTLRVDPNGFFLYWTGPNMEVDTLDISSIRDTRTGRYARLPKDPKIREVLGFGGPDARLEEKLMTVVSGPDPVNTVFLNFMAVQDDTAKVWSEELFKLAMNILAQNASRNTFLRKAYTKLKLQVNQDGRIPVKNILKMFSADKKRVETALESCGLKFNRSESIRPDEFSLEIFERFLNKLCLRPDIDKILLEIGAKGKPYLTLEQLMDFINQKQRDPRLNEVLYPPLRPSQARLLIEKYEPNQQFLERDQMSMEGFSRYLGGEENGILPLEALDLSTDMTQPLSAYFINSSHNTYLTAGQLAGTSSVEMYRQALLWGCRCVELDVWKGRPPEEEPFITHGFTMTTEVPLRDVLEAIAETAFKTSPYPVILSFENHVDSAKQQAKMAEYCRSIFGDALLIEPLDKYPLAPGVPLPSPQDLMGRILVKNKKRHRPSAGGPDSAGRKRPLEQSNSALSESSAA.... The pIC50 is 3.9. (5) The drug is Cc1cc(C)c2c(c1)C(Cl)=C(C=NN=C(N)N)CC2. The target protein (P03373) has sequence REEQVTSEQAKFWLGLGGGRVSPPGPECIEKPATERRIDKGEEMGETTVQRDAKMAPEKMATPKTVGTSCYQCGTATGCNCVTASAPPPPYVGSGLYPSLAGAGEQGQGGDTPRGAEQPRAEPGHAGQAPGPALTDWARIREELASTGPPVVAMPVVIKTEGPAWTPLEPEDTRWLDGKHKRKSSQCLVKSSMSGYIPSCLDKDEQCVVCGDKATGYHYRCITCEGCKSFFRRTIQKNLHPTYSCTYDGCCVIDKITRNQCQLCRFKKCISVGMAMDLVLDDSKRVAKRKLIEENRERRRKEEMIKSLQHRPSPSAEEWELIHVVTEAHRSTNAQGSHWKQRRKFLLEDIGQSPMASMLDGDKVDLEAFSEFTKIITPAITRVVDFAKNLPMFSELPCEDQIILLKGCCMEIMSLRAAVRYDPESETLTLSGEMAVKREQLKNGGLGVVSDAIFDLGKSLSAFNLDDTEVALLQAVLLMSSDRTGLICVDKIEKCQESYL.... The pIC50 is 5.9. (6) The drug is CCOc1cc(Cl)c2c(c1)B(O)OC2CN.Cl. The target protein (P9WFV1) has sequence MTESPTAGPGGVPRADDADSDVPRYRYTAELAARLERTWQENWARLGTFNVPNPVGSLAPPDGAAVPDDKLFVQDMFPYPSGEGLHVGHPLGYIATDVYARYFRMVGRNVLHALGFDAFGLPAEQYAVQTGTHPRTRTEANVVNFRRQLGRLGFGHDSRRSFSTTDVDFYRWTQWIFLQIYNAWFDTTANKARPISELVAEFESGARCLDGGRDWAKLTAGERADVIDEYRLVYRADSLVNWCPGLGTVLANEEVTADGRSDRGNFPVFRKRLRQWMMRITAYADRLLDDLDVLDWPEQVKTMQRNWIGRSTGAVALFSARAASDDGFEVDIEVFTTRPDTLFGATYLVLAPEHDLVDELVAASWPAGVNPLWTYGGGTPGEAIAAYRRAIAAKSDLERQESREKTGVFLGSYAINPANGEPVPIFIADYVLAGYGTGAIMAVPGHDQRDWDFARAFGLPIVEVIAGGNISESAYTGDGILVNSDYLNGMSVPAAKRAIV.... The pIC50 is 6.2. (7) The compound is CN(C)CCNCc1ccccc1Sc1ccccc1. The target protein (Q63009) has sequence MAAAEAANCIMEVSCGQAESSEKPNAEDMTSKDYYFDSYAHFGIHEEMLKDEVRTLTYRNSMFHNRHLFKDKVVLDVGSGTGILCMFAAKAGARKVIGIECSSISDYAVKIVKANKLDHVVTIIKGKVEEVELPVEKVDIIISEWMGYCLFYESMLNTVLHARDKWLAPDGLIFPDRATLYVTAIEDRQYKDYKIHWWENVYGFDMSCIKDVAIKEPLVDVVDPKQLVTNACLIKEVDIYTVKVEDLTFTSPFCLQVKRNDYVHALVAYFNIEFTRCHKRTGFSTSPESPYTHWKQTVFYMEDYLTVKTGEEIFGTIGMRPNAKNNRDLDFTIDLDFKGQLCELSCSTDYRMR. The pIC50 is 4.3. (8) The small molecule is N#Cc1ccc2cc3c(=O)[nH]c(=O)nc-3n(-c3ccc(O)cc3)c2c1. The target protein sequence is MASGSSSDAAEPAGPAGRAASAPEAAQAEEDRVKRRRLQCLGFALVGGCDPTMVPSVLRENDWQTQKALSAYFELPENDQGWPRQPPTSFKSEAYVDLTNEDANDTTILEASPSGTPLEDSSTISFITWNIDGLDGCNLPERARGVCSCLALYSPDVVFLQEVIPPYCAYLKKRAASYTIITGNEEGYFTAILLKKGRVKFKSQEIIPFPNTKMMRNLLCVNVSLGGNEFCLMTSHLESTRGHAAERIRQLKTVLGKMQEAPDSTTVIFAGDTNLRDREVTRCGGLPDNVFDAWEFLGKPKHCQYTWDTKANNNLGITAACKLRFDRIFFRAEEGHLIPQSLDLVGLEKLDCGRFPSDHWGLLCTLNVVL. The pIC50 is 6.8. (9) The compound is O=C1C2=C(CCCC2)S(=O)(=O)N1c1cccc(Cl)n1. The target protein (P19835) has sequence MGRLQLVVLGLTCCWAVASAAKLGAVYTEGGFVEGVNKKLGLLGDSVDIFKGIPFAAPTKALENPQPHPGWQGTLKAKNFKKRCLQATITQDSTYGDEDCLYLNIWVPQGRKQVSRDLPVMIWIYGGAFLMGSGHGANFLNNYLYDGEEIATRGNVIVVTFNYRVGPLGFLSTGDANLPGNYGLRDQHMAIAWVKRNIAAFGGDPNNITLFGESAGGASVSLQTLSPYNKGLIRRAISQSGVALSPWVIQKNPLFWAKKVAEKVGCPVGDAARMAQCLKVTDPRALTLAYKVPLAGLEYPMLHYVGFVPVIDGDFIPADPINLYANAADIDYIAGTNNMDGHIFASIDMPAINKGNKKVTEEDFYKLVSEFTITKGLRGAKTTFDVYTESWAQDPSQENKKKTVVDFETDVLFLVPTEIALAQHRANAKSAKTYAYLFSHPSRMPVYPKWVGADHADDIQYVFGKPFATPTGYRPQDRTVSKAMIAYWTNFAKTGDPNMG.... The pIC50 is 4.0.